Dataset: Full USPTO retrosynthesis dataset with 1.9M reactions from patents (1976-2016). Task: Predict the reactants needed to synthesize the given product. (1) Given the product [F:10][C:11]([F:22])([F:21])[C:12]1[CH:17]=[CH:16][C:15]([C:2]2[CH:7]=[CH:6][C:5]([NH2:8])=[C:4]([NH2:9])[CH:3]=2)=[CH:14][CH:13]=1, predict the reactants needed to synthesize it. The reactants are: Br[C:2]1[CH:3]=[C:4]([NH2:9])[C:5]([NH2:8])=[CH:6][CH:7]=1.[F:10][C:11]([F:22])([F:21])[C:12]1[CH:17]=[CH:16][C:15](B(O)O)=[CH:14][CH:13]=1.C(=O)([O-])[O-].[K+].[K+].CN(C)C=O. (2) Given the product [F:1][C:2]1[CH:3]=[CH:4][C:5]([C:8]2[N:12]=[N:11][N:10]([CH3:13])[C:9]=2[CH2:14][O:15][C:23]2[CH:24]=[C:20]([C:18]([O:17][CH3:16])=[O:19])[N:21]([CH3:26])[N:22]=2)=[CH:6][CH:7]=1, predict the reactants needed to synthesize it. The reactants are: [F:1][C:2]1[CH:7]=[CH:6][C:5]([C:8]2[N:12]=[N:11][N:10]([CH3:13])[C:9]=2[CH2:14][OH:15])=[CH:4][CH:3]=1.[CH3:16][O:17][C:18]([C:20]1[N:21]([CH3:26])[N:22]=[C:23](O)[CH:24]=1)=[O:19].C1(P(C2C=CC=CC=2)C2C=CC=CC=2)C=CC=CC=1.N(C(OCC)=O)=NC(OCC)=O. (3) Given the product [Br:2][CH2:6][CH2:7][O:8][C:9]1[CH:10]=[CH:11][C:12]([C:25]2[NH:34][C:33](=[O:35])[C:32]3[C:27](=[CH:28][C:29]([O:38][CH3:39])=[CH:30][C:31]=3[O:36][CH3:37])[N:26]=2)=[N:13][C:14]=1[C:15]1[CH:20]=[CH:19][CH:18]=[CH:17][C:16]=1[S:21]([CH3:24])(=[O:23])=[O:22], predict the reactants needed to synthesize it. The reactants are: P(Br)(Br)[Br:2].O[CH2:6][CH2:7][O:8][C:9]1[CH:10]=[CH:11][C:12]([C:25]2[NH:34][C:33](=[O:35])[C:32]3[C:27](=[CH:28][C:29]([O:38][CH3:39])=[CH:30][C:31]=3[O:36][CH3:37])[N:26]=2)=[N:13][C:14]=1[C:15]1[CH:20]=[CH:19][CH:18]=[CH:17][C:16]=1[S:21]([CH3:24])(=[O:23])=[O:22].C([O-])([O-])=O.[Na+].[Na+]. (4) Given the product [Br:1][C:2]1[CH:3]=[C:4]2[C:11]3([CH2:16][CH2:15][S:14][C:13]([NH:17][C:29](=[O:30])[O:28][C:25]([CH3:27])([CH3:26])[CH3:24])=[N:12]3)[CH2:10][CH:9]([C:18]3[CH:19]=[CH:20][CH:21]=[CH:22][CH:23]=3)[O:8][C:5]2=[CH:6][CH:7]=1, predict the reactants needed to synthesize it. The reactants are: [Br:1][C:2]1[CH:3]=[C:4]2[C:11]3([CH2:16][CH2:15][S:14][C:13]([NH2:17])=[N:12]3)[CH2:10][CH:9]([C:18]3[CH:23]=[CH:22][CH:21]=[CH:20][CH:19]=3)[O:8][C:5]2=[CH:6][CH:7]=1.[CH3:24][C:25]([O:28][C:29](O[C:29]([O:28][C:25]([CH3:27])([CH3:26])[CH3:24])=[O:30])=[O:30])([CH3:27])[CH3:26]. (5) Given the product [NH2:22][C:20]1[CH:19]=[CH:18][C:17]([C:25]2[CH:26]=[C:27]([O:35][CH3:36])[C:28]([O:33][CH3:34])=[C:29]([O:31][CH3:32])[CH:30]=2)=[C:16]([CH:21]=1)[C:15]([NH:14][CH2:13][CH2:12][NH:11][C:9](=[O:10])[C:8]1[CH:38]=[C:4]([NH2:1])[CH:5]=[CH:6][C:7]=1[C:39]1[CH:40]=[C:41]([O:49][CH3:50])[C:42]([O:47][CH3:48])=[C:43]([O:45][CH3:46])[CH:44]=1)=[O:37], predict the reactants needed to synthesize it. The reactants are: [N+:1]([C:4]1[CH:5]=[CH:6][C:7]([C:39]2[CH:44]=[C:43]([O:45][CH3:46])[C:42]([O:47][CH3:48])=[C:41]([O:49][CH3:50])[CH:40]=2)=[C:8]([CH:38]=1)[C:9]([NH:11][CH2:12][CH2:13][NH:14][C:15](=[O:37])[C:16]1[CH:21]=[C:20]([N+:22]([O-])=O)[CH:19]=[CH:18][C:17]=1[C:25]1[CH:30]=[C:29]([O:31][CH3:32])[C:28]([O:33][CH3:34])=[C:27]([O:35][CH3:36])[CH:26]=1)=[O:10])([O-])=O. (6) Given the product [Cl:28][CH2:18][O:17][C:10]1[CH:9]=[CH:16][C:15]([CH:1]2[CH2:3][CH:19]([OH:23])[CH2:20][CH2:21][O:7]2)=[CH:12][CH:11]=1, predict the reactants needed to synthesize it. The reactants are: [C:1]([OH:7])([C:3](F)(F)F)=O.Cl[C:9]1[CH:16]=[CH:15][C:12](C=O)=[CH:11][C:10]=1[O:17][CH3:18].[CH2:19]([OH:23])[CH2:20][CH:21]=C.[OH-].[Na+].[Li+].[OH-].[Cl:28]CCCl. (7) Given the product [CH3:1][O:3][C:28]([C:27]1[C:16]([CH3:17])=[C:15]2[C:21]([CH:20]=[CH:19][NH:10]2)=[CH:25][C:26]=1[F:5])=[O:24], predict the reactants needed to synthesize it. The reactants are: [C:1](Cl)(=[O:3])C.[F-:5].C([N+:10]([CH2:19][CH2:20][CH2:21]C)([CH2:15][CH2:16][CH2:17]C)CCCC)CCC.O.[O:24]1[CH2:28][CH2:27][CH2:26][CH2:25]1. (8) Given the product [C:7]([O:6][C:5]([N:4]([CH3:12])[CH2:3][C@@H:2]([NH:1][C:34]([N:36]1[CH2:37][CH2:38][CH2:58][C@@H:57]([C@H:48]([C:44]2[CH:45]=[CH:46][CH:47]=[C:42]([Cl:41])[CH:43]=2)[O:49][CH2:50][CH2:51][CH2:52][C:53]([O:55][CH3:56])=[O:54])[CH2:40]1)=[O:35])[CH2:13][CH:14]1[CH2:15][CH2:16][CH2:17][CH2:18][CH2:19]1)=[O:11])([CH3:9])([CH3:10])[CH3:8], predict the reactants needed to synthesize it. The reactants are: [NH2:1][C@@H:2]([CH2:13][CH:14]1[CH2:19][CH2:18][CH2:17][CH2:16][CH2:15]1)[CH2:3][N:4]([CH3:12])[C:5](=[O:11])[O:6][C:7]([CH3:10])([CH3:9])[CH3:8].CCN(C(C)C)C(C)C.C1N=CN([C:34]([N:36]2[CH:40]=N[CH:38]=[CH:37]2)=[O:35])C=1.[Cl:41][C:42]1[CH:43]=[C:44]([C@@H:48]([C@@H:57]2CCCN[CH2:58]2)[O:49][CH2:50][CH2:51][CH2:52][C:53]([O:55][CH3:56])=[O:54])[CH:45]=[CH:46][CH:47]=1.